From a dataset of Forward reaction prediction with 1.9M reactions from USPTO patents (1976-2016). Predict the product of the given reaction. (1) Given the reactants [O:1]=[C:2]1[NH:7][CH2:6][CH2:5][N:4]([S:8]([C:11]2[CH:17]=[CH:16][C:14]([CH3:15])=[CH:13][CH:12]=2)(=[O:10])=[O:9])[C@@H:3]1[CH2:18][C:19](O)=[O:20].[NH2:22][C@@H:23]1[CH2:32][CH2:31][CH2:30][C:29]2[CH:28]=[C:27](/[CH:33]=[CH:34]/[C:35]#[N:36])[CH:26]=[CH:25][C:24]1=2.CN(C(ON1N=NC2C=CC=NC1=2)=[N+](C)C)C.F[P-](F)(F)(F)(F)F.CCN=C=NCCCN(C)C.CCN(C(C)C)C(C)C, predict the reaction product. The product is: [C:35](/[CH:34]=[CH:33]/[C:27]1[CH:28]=[C:29]2[C:24](=[CH:25][CH:26]=1)[C@H:23]([NH:22][C:19](=[O:20])[CH2:18][C@@H:3]1[C:2](=[O:1])[NH:7][CH2:6][CH2:5][N:4]1[S:8]([C:11]1[CH:12]=[CH:13][C:14]([CH3:15])=[CH:16][CH:17]=1)(=[O:9])=[O:10])[CH2:32][CH2:31][CH2:30]2)#[N:36]. (2) Given the reactants [NH2:1][C:2]1[CH:7]=[C:6]([S:8]([CH2:11][CH3:12])(=[O:10])=[O:9])[CH:5]=[CH:4][C:3]=1[OH:13].[OH-].[K+].[C:16](=S)=[S:17], predict the reaction product. The product is: [CH2:11]([S:8]([C:6]1[CH:5]=[CH:4][C:3]2[O:13][C:16]([SH:17])=[N:1][C:2]=2[CH:7]=1)(=[O:10])=[O:9])[CH3:12]. (3) Given the reactants Cl[C:2]1[N:7]=[C:6]([CH3:8])[CH:5]=[C:4]([C:9]2[CH:14]=[CH:13][C:12]([C:15]([F:18])([F:17])[F:16])=[CH:11][CH:10]=2)[N:3]=1.[IH:19], predict the reaction product. The product is: [I:19][C:2]1[N:7]=[C:6]([CH3:8])[CH:5]=[C:4]([C:9]2[CH:14]=[CH:13][C:12]([C:15]([F:18])([F:17])[F:16])=[CH:11][CH:10]=2)[N:3]=1. (4) Given the reactants [CH2:1]([N:4]1[C:9]2[CH:10]=[CH:11][C:12]([S:14][CH3:15])=[CH:13][C:8]=2[C:7](=[O:16])[C:6]([CH3:18])([CH3:17])[S:5]1(=[O:20])=[O:19])[CH:2]=[CH2:3].[BH4-].[Na+], predict the reaction product. The product is: [CH3:17][C:6]1([CH3:18])[CH:7]([OH:16])[C:8]2[CH:13]=[C:12]([S:14][CH3:15])[CH:11]=[CH:10][C:9]=2[N:4]([CH2:1][CH:2]=[CH2:3])[S:5]1(=[O:20])=[O:19]. (5) Given the reactants [C:1](OC(=O)C)(=[O:3])[CH3:2].N1C=CC=CC=1.ClCCl.[CH:17]1(/[CH:22]=[C:23](\[C:36]2[CH:41]=[CH:40][C:39]([S:42]([CH:45]3[CH2:47][CH2:46]3)(=[O:44])=[O:43])=[CH:38][CH:37]=2)/[C:24]([NH:26][C:27]2[S:28][CH:29]=[C:30]([CH:32]([OH:35])[CH2:33][OH:34])[N:31]=2)=[O:25])[CH2:21][CH2:20][CH2:19][CH2:18]1, predict the reaction product. The product is: [C:1]([O:34][CH2:33][CH:32]([C:30]1[N:31]=[C:27]([NH:26][C:24](=[O:25])/[C:23](/[C:36]2[CH:41]=[CH:40][C:39]([S:42]([CH:45]3[CH2:47][CH2:46]3)(=[O:44])=[O:43])=[CH:38][CH:37]=2)=[CH:22]/[CH:17]2[CH2:21][CH2:20][CH2:19][CH2:18]2)[S:28][CH:29]=1)[OH:35])(=[O:3])[CH3:2].